Dataset: Reaction yield outcomes from USPTO patents with 853,638 reactions. Task: Predict the reaction yield, written as a fraction of the theoretical maximum amount of product (1.0 means a 100% yield; for example, 0.34 means a 34% yield). The catalyst is ClCCl.C(OCC)C. The reactants are [NH:1]1[CH2:6][CH2:5][CH:4]([C:7]2[CH:29]=[CH:28][C:10]([C:11]([NH:13][C:14]3[CH:19]=[CH:18][CH:17]=[CH:16][C:15]=3[NH:20][C:21](=[O:27])[O:22][C:23]([CH3:26])([CH3:25])[CH3:24])=[O:12])=[CH:9][CH:8]=2)[CH2:3][CH2:2]1.[CH3:30][N:31]1[CH:35]=[C:34]([CH:36]=O)[C:33]([CH3:38])=[N:32]1.C(O)(=O)C.C(O[BH-](OC(=O)C)OC(=O)C)(=O)C.[Na+].C(=O)(O)[O-].[Na+]. The product is [CH3:30][N:31]1[CH:35]=[C:34]([CH2:36][N:1]2[CH2:6][CH2:5][CH:4]([C:7]3[CH:29]=[CH:28][C:10]([C:11]([NH:13][C:14]4[CH:19]=[CH:18][CH:17]=[CH:16][C:15]=4[NH:20][C:21](=[O:27])[O:22][C:23]([CH3:25])([CH3:26])[CH3:24])=[O:12])=[CH:9][CH:8]=3)[CH2:3][CH2:2]2)[C:33]([CH3:38])=[N:32]1. The yield is 0.870.